This data is from Reaction yield outcomes from USPTO patents with 853,638 reactions. The task is: Predict the reaction yield, written as a fraction of the theoretical maximum amount of product (1.0 means a 100% yield; for example, 0.34 means a 34% yield). (1) The yield is 0.340. The reactants are [C:1]([C:5]1[CH:10]=[CH:9][C:8]([N+:11]([O-:13])=[O:12])=[CH:7][C:6]=1[S:14](Cl)(=[O:16])=[O:15])([CH3:4])([CH3:3])[CH3:2].[NH4+:18].[OH-]. The catalyst is CCOCC.O. The product is [C:1]([C:5]1[CH:10]=[CH:9][C:8]([N+:11]([O-:13])=[O:12])=[CH:7][C:6]=1[S:14]([NH2:18])(=[O:16])=[O:15])([CH3:4])([CH3:3])[CH3:2]. (2) The reactants are [Cl:1][C:2]1[CH:18]=[CH:17][C:5]([CH2:6][C:7]2([NH:14][CH:15]=[O:16])[CH2:10][CH:9]([C:11]([OH:13])=O)[CH2:8]2)=[CH:4][CH:3]=1.CCN(C(C)C)C(C)C.Cl.[CH3:29][O:30][NH:31][CH3:32].CN(C(ON1N=NC2C=CC=NC1=2)=[N+](C)C)C.F[P-](F)(F)(F)(F)F. The catalyst is ClCCl. The product is [Cl:1][C:2]1[CH:3]=[CH:4][C:5]([CH2:6][C:7]2([NH:14][CH:15]=[O:16])[CH2:8][CH:9]([C:11]([N:31]([O:30][CH3:29])[CH3:32])=[O:13])[CH2:10]2)=[CH:17][CH:18]=1. The yield is 0.333. (3) The reactants are [O:1]1[CH2:6][CH2:5][CH:4]([C:7]#[N:8])[CH2:3][CH2:2]1.[CH2:9]([Mg]Br)[CH3:10].B(F)(F)F.CCOCC. The catalyst is CCOCC.O.Cl.CC(C)[O-].[Ti+4].CC(C)[O-].CC(C)[O-].CC(C)[O-]. The product is [O:1]1[CH2:6][CH2:5][CH:4]([C:7]2([NH2:8])[CH2:10][CH2:9]2)[CH2:3][CH2:2]1. The yield is 0.535. (4) The reactants are [Cl:1][CH2:2][CH2:3][CH2:4][CH:5]1[O:10][C:9]2[CH:11]=[CH:12][CH:13]=[CH:14][C:8]=2[NH:7][S:6]1(=[O:16])=[O:15].[F:17][C:18]1[CH:23]=[CH:22][C:21](B(O)O)=[CH:20][CH:19]=1.N1C=CC=CC=1. The catalyst is ClCCl.C([O-])(=O)C.[Cu+2].C([O-])(=O)C. The product is [Cl:1][CH2:2][CH2:3][CH2:4][CH:5]1[S:6](=[O:15])(=[O:16])[N:7]([C:21]2[CH:22]=[CH:23][C:18]([F:17])=[CH:19][CH:20]=2)[C:8]2[CH:14]=[CH:13][CH:12]=[CH:11][C:9]=2[O:10]1. The yield is 0.760. (5) The product is [CH:16]1([C:19]2[N:20]=[CH:21][N:22]([C:2]3[CH:3]=[CH:4][C:5]([O:14][CH3:15])=[C:6]([CH:13]=3)[C:7]([O:9][CH:10]([CH3:12])[CH3:11])=[O:8])[CH:23]=2)[CH2:18][CH2:17]1. The yield is 0.510. The reactants are I[C:2]1[CH:3]=[CH:4][C:5]([O:14][CH3:15])=[C:6]([CH:13]=1)[C:7]([O:9][CH:10]([CH3:12])[CH3:11])=[O:8].[CH:16]1([C:19]2[N:20]=[CH:21][NH:22][CH:23]=2)[CH2:18][CH2:17]1.OC1C=CC=C2C=1N=CC=C2.C(=O)([O-])[O-].[Cs+].[Cs+]. The catalyst is [Cu-]=O.C(#N)CCC. (6) The reactants are [CH2:1]([N:4]1[CH2:9][CH2:8][CH:7]([C:10]2[CH:19]=[CH:18][C:13]([C:14]([O:16]C)=O)=[CH:12][CH:11]=2)[CH2:6][CH2:5]1)[CH:2]=[CH2:3].[CH3:20][O:21][C:22]1[CH:23]=[C:24]([CH2:30][CH2:31][C:32]2[CH:33]=[C:34]([NH2:37])[NH:35][N:36]=2)[CH:25]=[C:26]([O:28][CH3:29])[CH:27]=1.C[Al](C)C. The catalyst is C1(C)C=CC=CC=1. The product is [CH3:29][O:28][C:26]1[CH:25]=[C:24]([CH2:30][CH2:31][C:32]2[CH:33]=[C:34]([NH:37][C:14](=[O:16])[C:13]3[CH:12]=[CH:11][C:10]([CH:7]4[CH2:6][CH2:5][N:4]([CH2:1][CH:2]=[CH2:3])[CH2:9][CH2:8]4)=[CH:19][CH:18]=3)[NH:35][N:36]=2)[CH:23]=[C:22]([O:21][CH3:20])[CH:27]=1. The yield is 0.383. (7) The reactants are [NH:1]1[C:9]2[C:4](=[CH:5][CH:6]=[CH:7][CH:8]=2)[C:3](/[CH:10]=[CH:11]/[C:12]2[CH:20]=[CH:19][C:15]([C:16]([OH:18])=O)=[CH:14][CH:13]=2)=[N:2]1.CN1CCOCC1.[ClH:28].C(N=C=NCCCN(C)C)C.O.ON1C2C=CC=CC=2N=N1.[CH3:51][O:52][CH2:53][CH2:54][N:55]1[CH2:60][CH2:59][NH:58][CH2:57][C:56]1=[O:61].C(OCC)(=O)C.Cl. No catalyst specified. The product is [ClH:28].[NH:1]1[C:9]2[C:4](=[CH:5][CH:6]=[CH:7][CH:8]=2)[C:3](/[CH:10]=[CH:11]/[C:12]2[CH:13]=[CH:14][C:15]([C:16]([N:58]3[CH2:59][CH2:60][N:55]([CH2:54][CH2:53][O:52][CH3:51])[C:56](=[O:61])[CH2:57]3)=[O:18])=[CH:19][CH:20]=2)=[N:2]1. The yield is 0.120. (8) The reactants are [F:1][C:2]1[C:10]([O:11][C:12]2[C:17]3=[C:18]([CH3:25])[C:19](C(O)(C)C)=[CH:20][N:16]3[N:15]=[CH:14][N:13]=2)=[CH:9][CH:8]=[C:7]2[C:3]=1[CH:4]=[C:5]([CH3:26])[NH:6]2.[Br:27][CH2:28][CH2:29]Br.C(=O)([O-])[O-:32].[K+].[K+]. The catalyst is C(#N)C.ClCCl. The product is [Br:27][CH2:28][CH2:29][O:32][C:19]1[C:18]([CH3:25])=[C:17]2[N:16]([CH:20]=1)[N:15]=[CH:14][N:13]=[C:12]2[O:11][C:10]1[C:2]([F:1])=[C:3]2[C:7](=[CH:8][CH:9]=1)[NH:6][C:5]([CH3:26])=[CH:4]2. The yield is 1.00. (9) The reactants are [CH3:1][C:2]1([CH3:20])[O:7][C:6](=O)[NH:5][C:4]2[CH:9]=[CH:10][C:11]([C:13]3[CH:14]=[C:15]([C:18]#[N:19])[S:16][CH:17]=3)=[CH:12][C:3]1=2.COC1C=CC(P2(SP(C3C=CC(OC)=CC=3)(=S)S2)=[S:30])=CC=1. The catalyst is CC1C=CC=CC=1C. The product is [CH3:1][C:2]1([CH3:20])[O:7][C:6](=[S:30])[NH:5][C:4]2[CH:9]=[CH:10][C:11]([C:13]3[CH:14]=[C:15]([C:18]#[N:19])[S:16][CH:17]=3)=[CH:12][C:3]1=2. The yield is 0.350.